This data is from Full USPTO retrosynthesis dataset with 1.9M reactions from patents (1976-2016). The task is: Predict the reactants needed to synthesize the given product. (1) Given the product [OH:23][C:24]1[CH:29]=[C:28]([OH:30])[CH:27]=[CH:26][C:25]=1[CH:31]([OH:4])[CH2:32][CH2:33][C:35]1[CH:40]=[CH:39][C:38]([O:41][CH3:42])=[C:37]([O:43][CH3:44])[CH:36]=1, predict the reactants needed to synthesize it. The reactants are: [BH4-].[Na+].C[O:4]C1C=C(C=CC=1OC)C(=O)C=CC1C=CC=CC=1.[OH:23][C:24]1[CH:29]=[C:28]([OH:30])[CH:27]=[CH:26][C:25]=1[CH:31]=[CH:32][C:33]([C:35]1[CH:40]=[CH:39][C:38]([O:41][CH3:42])=[C:37]([O:43][CH3:44])[CH:36]=1)=O.C(O)(=O)C. (2) Given the product [CH2:3]([O:7][C:8]1[CH:9]=[CH:10][C:11]([C:12]([NH:14][CH2:15][CH:16]([N:25]2[CH2:30][CH2:29][N:28]([S:31]([CH3:34])(=[O:33])=[O:32])[CH2:27][CH2:26]2)[C:17]([OH:19])=[O:18])=[O:13])=[CH:35][CH:36]=1)[C:4]#[C:5][CH3:6], predict the reactants needed to synthesize it. The reactants are: [OH-].[Na+].[CH2:3]([O:7][C:8]1[CH:36]=[CH:35][C:11]([C:12]([NH:14][CH2:15][C:16]([N:25]2[CH2:30][CH2:29][N:28]([S:31]([CH3:34])(=[O:33])=[O:32])[CH2:27][CH2:26]2)(C(OC)=O)[C:17]([O:19]C)=[O:18])=[O:13])=[CH:10][CH:9]=1)[C:4]#[C:5][CH3:6].Cl. (3) Given the product [N+:9]([C:6]1[N:7]([CH3:8])[C:3]([CH2:2][O:1][C:50]([NH:39][C:38]2[CH:40]=[CH:41][N:34]([C@@H:22]3[O:23][C@H:24]([CH2:25][O:26][C:27]([O:29][C:30]([CH3:33])([CH3:32])[CH3:31])=[O:28])[C@@H:20]([O:19][C:17]([O:16][C:12]([CH3:13])([CH3:14])[CH3:15])=[O:18])[C:21]3([F:42])[F:43])[C:35](=[O:36])[N:37]=2)=[O:51])=[CH:4][N:5]=1)([O-:11])=[O:10], predict the reactants needed to synthesize it. The reactants are: [OH:1][CH2:2][C:3]1[N:7]([CH3:8])[C:6]([N+:9]([O-:11])=[O:10])=[N:5][CH:4]=1.[C:12]([O:16][C:17]([O:19][C@@H:20]1[C@@H:24]([CH2:25][O:26][C:27]([O:29][C:30]([CH3:33])([CH3:32])[CH3:31])=[O:28])[O:23][C@@H:22]([N:34]2[CH:41]=[CH:40][C:38]([NH2:39])=[N:37][C:35]2=[O:36])[C:21]1([F:43])[F:42])=[O:18])([CH3:15])([CH3:14])[CH3:13].N1C=CC=CC=1.[C:50](Cl)(Cl)=[O:51]. (4) Given the product [OH:16][C@H:2]([C@@H:3]([OH:13])[CH2:4][CH2:5][CH3:6])[C:1]([O:8][CH2:9][CH3:10])=[O:7], predict the reactants needed to synthesize it. The reactants are: [C:1]([O:8][CH2:9][CH3:10])(=[O:7])/[CH:2]=[CH:3]/[CH2:4][CH2:5][CH3:6].CS(N)(=O)=[O:13].[OH2:16]. (5) Given the product [F:1][C@H:2]([C:12]1[CH:17]=[CH:16][CH:15]=[CH:14][CH:13]=1)[C@H:3]([NH2:5])[CH3:4], predict the reactants needed to synthesize it. The reactants are: [F:1][C@H:2]([C:12]1[CH:17]=[CH:16][CH:15]=[CH:14][CH:13]=1)[C@H:3]([N:5]1C(C)=CC=C1C)[CH3:4].Cl.NO.[OH-].[K+].Cl. (6) Given the product [F:35][C:32]1[CH:33]=[CH:34][C:29]([C:27]2[O:28][C:24]3[CH:23]=[C:22]([N:41]([CH3:46])[S:42]([CH3:45])(=[O:43])=[O:44])[C:21]([C:9]4[CH:10]=[N:11][CH:12]=[C:13]([CH:18]=4)[C:14]([O:16][CH3:17])=[O:15])=[CH:40][C:25]=3[C:26]=2[C:36](=[O:37])[NH:38][CH3:39])=[CH:30][CH:31]=1, predict the reactants needed to synthesize it. The reactants are: CC1(C)C(C)(C)OB([C:9]2[CH:10]=[N:11][CH:12]=[C:13]([CH:18]=2)[C:14]([O:16][CH3:17])=[O:15])O1.Br[C:21]1[C:22]([N:41]([CH3:46])[S:42]([CH3:45])(=[O:44])=[O:43])=[CH:23][C:24]2[O:28][C:27]([C:29]3[CH:34]=[CH:33][C:32]([F:35])=[CH:31][CH:30]=3)=[C:26]([C:36]([NH:38][CH3:39])=[O:37])[C:25]=2[CH:40]=1.